The task is: Regression. Given a peptide amino acid sequence and an MHC pseudo amino acid sequence, predict their binding affinity value. This is MHC class II binding data.. This data is from Peptide-MHC class II binding affinity with 134,281 pairs from IEDB. The peptide sequence is SDYVYEPFPKRVWEQ. The MHC is DRB3_0202 with pseudo-sequence DRB3_0202. The binding affinity (normalized) is 0.606.